Dataset: Forward reaction prediction with 1.9M reactions from USPTO patents (1976-2016). Task: Predict the product of the given reaction. (1) Given the reactants [C:1]([O:5][C:6]([N:8]1[CH2:13][CH2:12][CH:11]([C:14]2[CH:19]=[CH:18][CH:17]=[CH:16][C:15]=2[CH2:20][OH:21])[CH2:10][CH2:9]1)=[O:7])([CH3:4])([CH3:3])[CH3:2].C(Cl)Cl.[CH3:25][S:26](O[S:26]([CH3:25])(=[O:28])=[O:27])(=[O:28])=[O:27].CCN(C(C)C)C(C)C.O, predict the reaction product. The product is: [C:1]([O:5][C:6]([N:8]1[CH2:13][CH2:12][CH:11]([C:14]2[CH:19]=[CH:18][CH:17]=[CH:16][C:15]=2[CH2:20][O:21][S:26]([CH3:25])(=[O:28])=[O:27])[CH2:10][CH2:9]1)=[O:7])([CH3:4])([CH3:2])[CH3:3]. (2) Given the reactants [F:1][C:2]1[CH:7]=[CH:6][C:5]([C:8]2[N:9]=[C:10]3[CH:15]=[CH:14][C:13]([N:16]4[CH2:21][CH2:20][NH:19][C@H:18]([CH3:22])[CH2:17]4)=[N:12][N:11]3[C:23]=2[C:24]2[CH:29]=[CH:28][N:27]=[C:26]3[N:30](S(C4C=CC(C)=CC=4)(=O)=O)[CH:31]=[CH:32][C:25]=23)=[CH:4][CH:3]=1.[OH-].[Na+].O, predict the reaction product. The product is: [F:1][C:2]1[CH:3]=[CH:4][C:5]([C:8]2[N:9]=[C:10]3[CH:15]=[CH:14][C:13]([N:16]4[CH2:21][CH2:20][NH:19][C@H:18]([CH3:22])[CH2:17]4)=[N:12][N:11]3[C:23]=2[C:24]2[CH:29]=[CH:28][N:27]=[C:26]3[NH:30][CH:31]=[CH:32][C:25]=23)=[CH:6][CH:7]=1.